Dataset: Full USPTO retrosynthesis dataset with 1.9M reactions from patents (1976-2016). Task: Predict the reactants needed to synthesize the given product. The reactants are: C(OC([N:8]1[CH2:13][CH2:12][CH2:11][CH:10]([C:14]2[CH:19]=[CH:18][C:17]([NH:20][CH:21]3[CH2:26][CH2:25][CH2:24][CH2:23][CH2:22]3)=[CH:16][CH:15]=2)[CH2:9]1)=O)(C)(C)C.[ClH:27]. Given the product [ClH:27].[ClH:27].[CH:21]1([NH:20][C:17]2[CH:18]=[CH:19][C:14]([CH:10]3[CH2:11][CH2:12][CH2:13][NH:8][CH2:9]3)=[CH:15][CH:16]=2)[CH2:26][CH2:25][CH2:24][CH2:23][CH2:22]1, predict the reactants needed to synthesize it.